This data is from Forward reaction prediction with 1.9M reactions from USPTO patents (1976-2016). The task is: Predict the product of the given reaction. (1) The product is: [CH:49]1([N:48]([CH3:47])[C:6](=[O:8])[CH2:5][CH2:4][CH:3]([C:1]#[N:2])[CH2:9][C:10]2[CH:15]=[C:14]([O:16][C:17]3[CH:22]=[CH:21][CH:20]=[CH:19][CH:18]=3)[CH:13]=[CH:12][C:11]=2[N+:23]([O-:25])=[O:24])[CH2:54][CH2:53][CH2:52][CH2:51][CH2:50]1. Given the reactants [C:1]([CH:3]([CH2:9][C:10]1[CH:15]=[C:14]([O:16][C:17]2[CH:22]=[CH:21][CH:20]=[CH:19][CH:18]=2)[CH:13]=[CH:12][C:11]=1[N+:23]([O-:25])=[O:24])[CH2:4][CH2:5][C:6]([OH:8])=O)#[N:2].C1C=CC2N(O)N=NC=2C=1.C(N(CC)CC)C.C(Cl)CCl.[CH3:47][NH:48][CH:49]1[CH2:54][CH2:53][CH2:52][CH2:51][CH2:50]1, predict the reaction product. (2) Given the reactants [Cl:1][C:2]1[CH:7]=[CH:6][C:5]([N:8]([CH2:22][C:23]#[N:24])[S:9]([C:12]2[CH:17]=[CH:16][C:15]([O:18][CH3:19])=[C:14]([O:20][CH3:21])[CH:13]=2)(=[O:11])=[O:10])=[C:4]([CH2:25][C:26]2[C:31]([F:32])=[CH:30][CH:29]=[CH:28][C:27]=2[F:33])[CH:3]=1.[N:34]([Si](C)(C)C)=[N+:35]=[N-:36].C([Sn](=O)CCCC)CCC, predict the reaction product. The product is: [Cl:1][C:2]1[CH:7]=[CH:6][C:5]([N:8]([CH2:22][C:23]2[NH:36][N:35]=[N:34][N:24]=2)[S:9]([C:12]2[CH:17]=[CH:16][C:15]([O:18][CH3:19])=[C:14]([O:20][CH3:21])[CH:13]=2)(=[O:11])=[O:10])=[C:4]([CH2:25][C:26]2[C:31]([F:32])=[CH:30][CH:29]=[CH:28][C:27]=2[F:33])[CH:3]=1. (3) Given the reactants [Cl:1][C:2]1[CH:7]=[CH:6][C:5]([C:8]2[N:9]=[C:10]([O:24][CH2:25][CH2:26][CH3:27])[C:11]([C:21]([OH:23])=O)=[N:12][C:13]=2[C:14]2[CH:19]=[CH:18][C:17]([Cl:20])=[CH:16][CH:15]=2)=[CH:4][CH:3]=1.C(Cl)(=O)C(Cl)=O.C(N(CC)CC)C.[NH2:41][N:42]1[CH2:47][CH2:46][CH2:45][CH2:44][CH2:43]1, predict the reaction product. The product is: [N:42]1([NH:41][C:21]([C:11]2[C:10]([O:24][CH2:25][CH2:26][CH3:27])=[N:9][C:8]([C:5]3[CH:6]=[CH:7][C:2]([Cl:1])=[CH:3][CH:4]=3)=[C:13]([C:14]3[CH:19]=[CH:18][C:17]([Cl:20])=[CH:16][CH:15]=3)[N:12]=2)=[O:23])[CH2:47][CH2:46][CH2:45][CH2:44][CH2:43]1. (4) Given the reactants [CH3:1][O:2][C:3]1[C:11]2[O:10][C:9](C(O)=O)=[CH:8][C:7]=2[CH:6]=[CH:5][CH:4]=1, predict the reaction product. The product is: [CH3:1][O:2][C:3]1[C:11]2[O:10][CH:9]=[CH:8][C:7]=2[CH:6]=[CH:5][CH:4]=1. (5) Given the reactants [Cl:1][C:2]1[N:7]=[C:6]([C:8]2[CH:13]=[CH:12][N:11]=[C:10]([C:14]#[N:15])[CH:9]=2)[N:5]=[C:4]([NH:16][S:17](=[O:27])(=[O:26])[NH:18][CH2:19][C:20]2[CH:25]=[CH:24][CH:23]=[CH:22][CH:21]=2)[C:3]=1[O:28][C:29]1[CH:34]=[CH:33][CH:32]=[CH:31][C:30]=1[O:35][CH3:36].[N-:37]=[N+:38]=[N-:39].[Na+].[Cl-].[NH4+], predict the reaction product. The product is: [Cl:1][C:2]1[N:7]=[C:6]([C:8]2[CH:13]=[CH:12][N:11]=[C:10]([C:14]3[NH:39][N:38]=[N:37][N:15]=3)[CH:9]=2)[N:5]=[C:4]([NH:16][S:17](=[O:26])(=[O:27])[NH:18][CH2:19][C:20]2[CH:21]=[CH:22][CH:23]=[CH:24][CH:25]=2)[C:3]=1[O:28][C:29]1[CH:34]=[CH:33][CH:32]=[CH:31][C:30]=1[O:35][CH3:36]. (6) Given the reactants [CH3:1][N:2]1[CH:7]2[CH2:8][CH2:9][CH:3]1[CH2:4][N:5]([C:10]1[N:15]=[N:14][C:13]([C:16]#[C:17][C:18]3[CH:23]=[CH:22][C:21]([NH2:24])=[CH:20][CH:19]=3)=[CH:12][CH:11]=1)[CH2:6]2.[CH2:25]([N:27]=[C:28]=[O:29])[CH3:26], predict the reaction product. The product is: [CH2:25]([NH:27][C:28]([NH:24][C:21]1[CH:20]=[CH:19][C:18]([C:17]#[C:16][C:13]2[N:14]=[N:15][C:10]([N:5]3[CH2:6][CH:7]4[N:2]([CH3:1])[CH:3]([CH2:9][CH2:8]4)[CH2:4]3)=[CH:11][CH:12]=2)=[CH:23][CH:22]=1)=[O:29])[CH3:26]. (7) Given the reactants [C:1]([O:5][C:6](=[O:19])[NH:7][CH:8]1[CH2:17][C:16]2[C:11](=[N:12][CH:13]=[CH:14][CH:15]=2)[NH:10][C:9]1=[O:18])([CH3:4])([CH3:3])[CH3:2].[H-].[Na+].[F:22][C:23]1[CH:30]=[CH:29][C:26]([CH2:27]Br)=[CH:25][CH:24]=1, predict the reaction product. The product is: [C:1]([O:5][C:6](=[O:19])[NH:7][CH:8]1[CH2:17][C:16]2[C:11](=[N:12][CH:13]=[CH:14][CH:15]=2)[N:10]([CH2:27][C:26]2[CH:29]=[CH:30][C:23]([F:22])=[CH:24][CH:25]=2)[C:9]1=[O:18])([CH3:4])([CH3:2])[CH3:3].